From a dataset of Catalyst prediction with 721,799 reactions and 888 catalyst types from USPTO. Predict which catalyst facilitates the given reaction. Reactant: O=[C:2]([CH3:12])[CH2:3][CH:4]1[C:9](=[O:10])[CH2:8][CH2:7][CH2:6][C:5]1=O.C(OC(=O)C)(=O)C.C([O-])(=O)C.[NH4+:24]. Product: [CH3:12][C:2]1[NH:24][C:5]2[CH2:6][CH2:7][CH2:8][C:9](=[O:10])[C:4]=2[CH:3]=1. The catalyst class is: 15.